The task is: Predict the reaction yield, written as a fraction of the theoretical maximum amount of product (1.0 means a 100% yield; for example, 0.34 means a 34% yield).. This data is from Reaction yield outcomes from USPTO patents with 853,638 reactions. The reactants are [C:1]([C:5]1[CH:6]=[C:7]([CH:10]=[C:11]([C:14]([CH3:17])([CH3:16])[CH3:15])[C:12]=1[OH:13])[CH:8]=O)([CH3:4])([CH3:3])[CH3:2].[CH2:18]([S:24]([CH2:27][C:28]#[N:29])(=[O:26])=[O:25])[CH2:19][CH2:20][CH2:21][CH2:22][CH3:23]. No catalyst specified. The product is [C:1]([C:5]1[CH:6]=[C:7]([CH:8]=[C:27]([S:24]([CH2:18][CH2:19][CH2:20][CH2:21][CH2:22][CH3:23])(=[O:26])=[O:25])[C:28]#[N:29])[CH:10]=[C:11]([C:14]([CH3:17])([CH3:16])[CH3:15])[C:12]=1[OH:13])([CH3:4])([CH3:3])[CH3:2]. The yield is 0.680.